This data is from Catalyst prediction with 721,799 reactions and 888 catalyst types from USPTO. The task is: Predict which catalyst facilitates the given reaction. (1) Reactant: [O:1]=[C:2]1[CH2:7][O:6][C:5]2[CH:8]=[CH:9][C:10]([CH:12]=O)=[N:11][C:4]=2[NH:3]1.[CH3:14][O:15][C:16]1[N:17]=[C:18]2[C:23](=[CH:24][CH:25]=1)[N:22]=[CH:21][CH:20]=[C:19]2[N:26]1[CH:34]=[C:33]2[C:28]([CH2:29][CH2:30][CH:31]([NH2:35])[CH2:32]2)=[N:27]1.[BH4-].[Na+].[OH-].[Na+]. Product: [CH3:14][O:15][C:16]1[N:17]=[C:18]2[C:23](=[CH:24][CH:25]=1)[N:22]=[CH:21][CH:20]=[C:19]2[N:26]1[CH:34]=[C:33]2[C:28]([CH2:29][CH2:30][CH:31]([NH:35][CH2:12][C:10]3[CH:9]=[CH:8][C:5]4[O:6][CH2:7][C:2](=[O:1])[NH:3][C:4]=4[N:11]=3)[CH2:32]2)=[N:27]1. The catalyst class is: 121. (2) Reactant: [F:1][C:2]1[CH:10]=[N:9][CH:8]=[CH:7][C:3]=1[C:4]([OH:6])=O.ClC1N=C(OC)N=C(OC)[N:13]=1.CN1CCOCC1.[Cl:29][C:30]1[C:31]([C:40]2[CH:45]=[CH:44][C:43](N)=[CH:42][CH:41]=2)=[CH:32][C:33]2[O:37][C:36]([CH3:38])=[N:35][C:34]=2[CH:39]=1.C([O-])(O)=O.[Na+].CC(=O)OCC. Product: [Cl:29][C:30]1[C:31]([C:40]2[CH:45]=[CH:44][CH:43]=[C:42]([NH:13][C:4]([C:3]3[CH:7]=[CH:8][N:9]=[CH:10][C:2]=3[F:1])=[O:6])[CH:41]=2)=[CH:32][C:33]2[O:37][C:36]([CH3:38])=[N:35][C:34]=2[CH:39]=1. The catalyst class is: 2. (3) Reactant: N1C=CN=C1.[Si:6](Cl)([C:9]([CH3:12])([CH3:11])[CH3:10])([CH3:8])[CH3:7].[CH2:14]([O:21][C:22]([N:24]1[CH2:29][CH2:28][CH2:27][CH:26]([CH2:30][OH:31])[CH2:25]1)=[O:23])[C:15]1[CH:20]=[CH:19][CH:18]=[CH:17][CH:16]=1.O. Product: [CH2:14]([O:21][C:22]([N:24]1[CH2:29][CH2:28][CH2:27][CH:26]([CH2:30][O:31][Si:6]([C:9]([CH3:12])([CH3:11])[CH3:10])([CH3:8])[CH3:7])[CH2:25]1)=[O:23])[C:15]1[CH:20]=[CH:19][CH:18]=[CH:17][CH:16]=1. The catalyst class is: 9.